This data is from NCI-60 drug combinations with 297,098 pairs across 59 cell lines. The task is: Regression. Given two drug SMILES strings and cell line genomic features, predict the synergy score measuring deviation from expected non-interaction effect. (1) Drug 1: C1CCC(C1)C(CC#N)N2C=C(C=N2)C3=C4C=CNC4=NC=N3. Drug 2: CC(C)CN1C=NC2=C1C3=CC=CC=C3N=C2N. Cell line: IGROV1. Synergy scores: CSS=3.05, Synergy_ZIP=-1.43, Synergy_Bliss=0.0238, Synergy_Loewe=-0.710, Synergy_HSA=-0.311. (2) Drug 1: C1C(C(OC1N2C=C(C(=O)NC2=O)F)CO)O. Drug 2: CC12CCC3C(C1CCC2O)C(CC4=C3C=CC(=C4)O)CCCCCCCCCS(=O)CCCC(C(F)(F)F)(F)F. Cell line: NCI-H460. Synergy scores: CSS=39.3, Synergy_ZIP=0.311, Synergy_Bliss=0.506, Synergy_Loewe=-50.9, Synergy_HSA=0.620. (3) Drug 1: CC12CCC3C(C1CCC2=O)CC(=C)C4=CC(=O)C=CC34C. Drug 2: CC1C(C(=O)NC(C(=O)N2CCCC2C(=O)N(CC(=O)N(C(C(=O)O1)C(C)C)C)C)C(C)C)NC(=O)C3=C4C(=C(C=C3)C)OC5=C(C(=O)C(=C(C5=N4)C(=O)NC6C(OC(=O)C(N(C(=O)CN(C(=O)C7CCCN7C(=O)C(NC6=O)C(C)C)C)C)C(C)C)C)N)C. Cell line: SF-268. Synergy scores: CSS=60.9, Synergy_ZIP=5.96, Synergy_Bliss=7.80, Synergy_Loewe=8.62, Synergy_HSA=7.91. (4) Synergy scores: CSS=2.51, Synergy_ZIP=-2.35, Synergy_Bliss=-5.91, Synergy_Loewe=0.995, Synergy_HSA=-6.45. Cell line: HCC-2998. Drug 2: CC(C)CN1C=NC2=C1C3=CC=CC=C3N=C2N. Drug 1: C#CCC(CC1=CN=C2C(=N1)C(=NC(=N2)N)N)C3=CC=C(C=C3)C(=O)NC(CCC(=O)O)C(=O)O. (5) Drug 1: CN(CC1=CN=C2C(=N1)C(=NC(=N2)N)N)C3=CC=C(C=C3)C(=O)NC(CCC(=O)O)C(=O)O. Drug 2: C1CC(C1)(C(=O)O)C(=O)O.[NH2-].[NH2-].[Pt+2]. Cell line: OVCAR3. Synergy scores: CSS=37.6, Synergy_ZIP=2.66, Synergy_Bliss=7.83, Synergy_Loewe=-30.1, Synergy_HSA=1.03. (6) Drug 1: CC1C(C(CC(O1)OC2CC(CC3=C2C(=C4C(=C3O)C(=O)C5=C(C4=O)C(=CC=C5)OC)O)(C(=O)C)O)N)O.Cl. Drug 2: CCC1(CC2CC(C3=C(CCN(C2)C1)C4=CC=CC=C4N3)(C5=C(C=C6C(=C5)C78CCN9C7C(C=CC9)(C(C(C8N6C)(C(=O)OC)O)OC(=O)C)CC)OC)C(=O)OC)O.OS(=O)(=O)O. Cell line: NCI-H226. Synergy scores: CSS=18.5, Synergy_ZIP=-1.66, Synergy_Bliss=0.471, Synergy_Loewe=-1.53, Synergy_HSA=1.22. (7) Drug 1: CCN(CC)CCNC(=O)C1=C(NC(=C1C)C=C2C3=C(C=CC(=C3)F)NC2=O)C. Drug 2: CC1C(C(CC(O1)OC2CC(OC(C2O)C)OC3=CC4=CC5=C(C(=O)C(C(C5)C(C(=O)C(C(C)O)O)OC)OC6CC(C(C(O6)C)O)OC7CC(C(C(O7)C)O)OC8CC(C(C(O8)C)O)(C)O)C(=C4C(=C3C)O)O)O)O. Cell line: U251. Synergy scores: CSS=48.1, Synergy_ZIP=1.77, Synergy_Bliss=2.69, Synergy_Loewe=-18.0, Synergy_HSA=1.35. (8) Drug 1: CC12CCC(CC1=CCC3C2CCC4(C3CC=C4C5=CN=CC=C5)C)O. Drug 2: CN(C)C1=NC(=NC(=N1)N(C)C)N(C)C. Cell line: UACC62. Synergy scores: CSS=0.990, Synergy_ZIP=-0.836, Synergy_Bliss=-0.820, Synergy_Loewe=-4.18, Synergy_HSA=-1.52. (9) Drug 1: CC1C(C(=O)NC(C(=O)N2CCCC2C(=O)N(CC(=O)N(C(C(=O)O1)C(C)C)C)C)C(C)C)NC(=O)C3=C4C(=C(C=C3)C)OC5=C(C(=O)C(=C(C5=N4)C(=O)NC6C(OC(=O)C(N(C(=O)CN(C(=O)C7CCCN7C(=O)C(NC6=O)C(C)C)C)C)C(C)C)C)N)C. Drug 2: CC1C(C(CC(O1)OC2CC(OC(C2O)C)OC3=CC4=CC5=C(C(=O)C(C(C5)C(C(=O)C(C(C)O)O)OC)OC6CC(C(C(O6)C)O)OC7CC(C(C(O7)C)O)OC8CC(C(C(O8)C)O)(C)O)C(=C4C(=C3C)O)O)O)O. Cell line: UACC62. Synergy scores: CSS=32.9, Synergy_ZIP=-2.92, Synergy_Bliss=-1.47, Synergy_Loewe=-11.2, Synergy_HSA=-1.64. (10) Drug 1: COC1=CC(=CC(=C1O)OC)C2C3C(COC3=O)C(C4=CC5=C(C=C24)OCO5)OC6C(C(C7C(O6)COC(O7)C8=CC=CS8)O)O. Drug 2: C1C(C(OC1N2C=C(C(=O)NC2=O)F)CO)O. Cell line: A549. Synergy scores: CSS=49.8, Synergy_ZIP=-8.28, Synergy_Bliss=-9.58, Synergy_Loewe=-3.14, Synergy_HSA=0.270.